This data is from Full USPTO retrosynthesis dataset with 1.9M reactions from patents (1976-2016). The task is: Predict the reactants needed to synthesize the given product. Given the product [CH3:31][O:30][C:27]1[CH:26]=[CH:25][C:24]([CH2:23][N:18]2[CH2:19][CH2:20][C:21]3[N:22]=[C:36]([CH2:35][O:30][C:27]4[CH:28]=[CH:29][CH:24]=[CH:25][CH:26]=4)[C:37]4[CH2:32][C@H:12]([CH3:11])[O:13][CH2:14][C:15]=4[C:16]=3[CH2:17]2)=[CH:29][CH:28]=1, predict the reactants needed to synthesize it. The reactants are: COC1C=CC(C#C[CH2:11][C@H:12]([C:32]2[CH:37]=[CH:36][CH:35]=CC=2)[O:13][CH2:14][C:15]#[C:16][CH2:17][N:18]([CH2:23][C:24]2[CH:29]=[CH:28][C:27]([O:30][CH3:31])=[CH:26][CH:25]=2)[CH2:19][CH2:20][C:21]#[N:22])=C(C)C=1.